This data is from Reaction yield outcomes from USPTO patents with 853,638 reactions. The task is: Predict the reaction yield, written as a fraction of the theoretical maximum amount of product (1.0 means a 100% yield; for example, 0.34 means a 34% yield). (1) The reactants are [H-].[Na+].[Cl:3][C:4]1[C:9]([C:10]2[NH:14][CH:13]=[C:12]([CH2:15][N:16]([CH3:24])[C:17](=[O:23])[O:18][C:19]([CH3:22])([CH3:21])[CH3:20])[C:11]=2[F:25])=[CH:8][CH:7]=[CH:6][N:5]=1.C1OCCOCCOCCOCCOC1.[C:41]([C:43]1[CH:44]=[C:45]([S:49](Cl)(=[O:51])=[O:50])[CH:46]=[CH:47][CH:48]=1)#[N:42]. The catalyst is O1CCCC1.O. The product is [Cl:3][C:4]1[C:9]([C:10]2[N:14]([S:49]([C:45]3[CH:46]=[CH:47][CH:48]=[C:43]([C:41]#[N:42])[CH:44]=3)(=[O:51])=[O:50])[CH:13]=[C:12]([CH2:15][N:16]([CH3:24])[C:17](=[O:23])[O:18][C:19]([CH3:21])([CH3:22])[CH3:20])[C:11]=2[F:25])=[CH:8][CH:7]=[CH:6][N:5]=1. The yield is 0.970. (2) The reactants are [F:1][C:2]1[CH:22]=[C:21]([N+:23]([O-:25])=[O:24])[CH:20]=[CH:19][C:3]=1[O:4][C:5]1[CH:10]=[CH:9][N:8]=[C:7]2[CH:11]=[C:12]([C:14]3[N:15]=[CH:16][NH:17][CH:18]=3)[S:13][C:6]=12.[H-].[Na+].Br[CH2:29][CH2:30][O:31][CH3:32]. The catalyst is CN(C=O)C. The product is [F:1][C:2]1[CH:22]=[C:21]([N+:23]([O-:25])=[O:24])[CH:20]=[CH:19][C:3]=1[O:4][C:5]1[CH:10]=[CH:9][N:8]=[C:7]2[CH:11]=[C:12]([C:14]3[N:15]=[CH:16][N:17]([CH2:29][CH2:30][O:31][CH3:32])[CH:18]=3)[S:13][C:6]=12. The yield is 0.360.